From a dataset of Full USPTO retrosynthesis dataset with 1.9M reactions from patents (1976-2016). Predict the reactants needed to synthesize the given product. Given the product [CH2:26]([S:28]([N:23]1[CH2:24][CH2:25][CH:20]([C:11]2[C:10]3[C:14](=[C:15]([C:17]([NH2:19])=[O:18])[CH:16]=[C:8]([C:5]4[CH:4]=[CH:3][C:2]([F:1])=[CH:7][CH:6]=4)[CH:9]=3)[NH:13][CH:12]=2)[CH2:21][CH2:22]1)(=[O:30])=[O:29])[CH3:27], predict the reactants needed to synthesize it. The reactants are: [F:1][C:2]1[CH:7]=[CH:6][C:5]([C:8]2[CH:9]=[C:10]3[C:14](=[C:15]([C:17]([NH2:19])=[O:18])[CH:16]=2)[NH:13][CH:12]=[C:11]3[CH:20]2[CH2:25][CH2:24][NH:23][CH2:22][CH2:21]2)=[CH:4][CH:3]=1.[CH2:26]([S:28](Cl)(=[O:30])=[O:29])[CH3:27].C(N(CC)CC)C.